Dataset: Forward reaction prediction with 1.9M reactions from USPTO patents (1976-2016). Task: Predict the product of the given reaction. (1) Given the reactants F[C:2]1[N:7]2[CH:8]=[C:9]([CH2:11][N:12]3[CH:25]4[CH:16]([CH2:17][CH2:18][C:19]5[C:24]4=[N:23][CH:22]=[CH:21][CH:20]=5)[CH2:15][CH2:14][CH2:13]3)[N:10]=[C:6]2[CH:5]=[CH:4][CH:3]=1.[CH3:26][N:27](C1CCNC1)[C:28](=[O:34])[O:29][C:30]([CH3:33])([CH3:32])[CH3:31].C(OCC)(=O)C.C[N:47]1[CH2:51][CH2:50][CH2:49][C:48]1=O, predict the reaction product. The product is: [N:12]1([CH2:11][C:9]2[N:10]=[C:6]3[CH:5]=[CH:4][CH:3]=[C:2]([N:47]4[CH2:48][CH2:49][CH:50]([CH2:26][NH:27][C:28](=[O:34])[O:29][C:30]([CH3:33])([CH3:32])[CH3:31])[CH2:51]4)[N:7]3[CH:8]=2)[C@H:25]2[C@H:16]([CH2:17][CH2:18][C:19]3[C:24]2=[N:23][CH:22]=[CH:21][CH:20]=3)[CH2:15][CH2:14][CH2:13]1. (2) Given the reactants [O:1]=[C:2]1[C:11]2[C:6](=[CH:7][CH:8]=[CH:9][CH:10]=2)[NH:5][CH:4]=[C:3]1[C:12]([O:14][CH2:15][CH3:16])=[O:13].Br[CH2:18][C:19]1[CH:24]=[CH:23][C:22]([C:25]2[CH:30]=[CH:29][CH:28]=[CH:27][CH:26]=2)=[CH:21][CH:20]=1.[I-].[K+].C(=O)([O-])[O-].[K+].[K+], predict the reaction product. The product is: [C:22]1([C:25]2[CH:26]=[CH:27][CH:28]=[CH:29][CH:30]=2)[CH:21]=[CH:20][C:19]([CH2:18][N:5]2[C:6]3[C:11](=[CH:10][CH:9]=[CH:8][CH:7]=3)[C:2](=[O:1])[C:3]([C:12]([O:14][CH2:15][CH3:16])=[O:13])=[CH:4]2)=[CH:24][CH:23]=1. (3) Given the reactants O=C1CCC(=O)N1[O:8][C:9](=O)[CH2:10][C@H:11]([NH:13][C:14](=[O:33])[C:15]1[CH:20]=[CH:19][C:18]([C:21]2[C:22]([C:27]3[CH:32]=[CH:31][CH:30]=[CH:29][CH:28]=3)=[N:23][O:24][C:25]=2[CH3:26])=[CH:17][CH:16]=1)[CH3:12].[BH4-].[Na+].[Cl-].[NH4+], predict the reaction product. The product is: [OH:8][CH2:9][CH2:10][C@H:11]([NH:13][C:14](=[O:33])[C:15]1[CH:16]=[CH:17][C:18]([C:21]2[C:22]([C:27]3[CH:32]=[CH:31][CH:30]=[CH:29][CH:28]=3)=[N:23][O:24][C:25]=2[CH3:26])=[CH:19][CH:20]=1)[CH3:12]. (4) The product is: [NH2:15][C:14]([NH:16][C:1](=[O:2])[O:3][C:4]([CH3:7])([CH3:6])[CH3:5])=[NH:13]. Given the reactants [C:1](OC([O-])=O)([O:3][C:4]([CH3:7])([CH3:6])[CH3:5])=[O:2].Cl.[NH2:13][C:14]([NH2:16])=[NH:15].[OH-].[Na+], predict the reaction product. (5) Given the reactants C([O:4][CH2:5][C@@H:6]([N:12]([CH3:35])[C:13]([C:15]1[CH:16]=[C:17]2[C:25](=[CH:26][CH:27]=1)[N:24]([CH3:28])[C:23]1[CH2:22][CH2:21][C@@H:20]([CH:29]3[CH2:34][CH2:33][O:32][CH2:31][CH2:30]3)[CH2:19][C:18]2=1)=[O:14])[CH2:7][CH2:8][C:9]([OH:11])=O)(=O)C.[F:36][CH:37]([F:40])[CH2:38][NH2:39].F[P-](F)(F)(F)(F)F.N1(OC(N(C)C)=[N+](C)C)C2N=CC=CC=2N=N1.C(N(CC)C(C)C)(C)C.C[O-].[Na+], predict the reaction product. The product is: [F:36][CH:37]([F:40])[CH2:38][NH:39][C:9](=[O:11])[CH2:8][CH2:7][C@H:6]([N:12]([CH3:35])[C:13]([C:15]1[CH:16]=[C:17]2[C:25](=[CH:26][CH:27]=1)[N:24]([CH3:28])[C:23]1[CH2:22][CH2:21][C@@H:20]([CH:29]3[CH2:30][CH2:31][O:32][CH2:33][CH2:34]3)[CH2:19][C:18]2=1)=[O:14])[CH2:5][OH:4]. (6) Given the reactants [CH2:1]([O:5][C:6]1[C:15]2[C:10](=[CH:11][CH:12]=[C:13]([C:16]3[N:20]=[C:19]([CH3:21])[O:18][N:17]=3)[CH:14]=2)[C:9](=[O:22])[N:8]([CH2:23][CH:24]([CH3:26])[CH3:25])[C:7]=1[CH2:27][NH:28]C(=O)OC(C)(C)C)[CH2:2][CH2:3][CH3:4].[ClH:36], predict the reaction product. The product is: [ClH:36].[NH2:28][CH2:27][C:7]1[N:8]([CH2:23][CH:24]([CH3:25])[CH3:26])[C:9](=[O:22])[C:10]2[C:15]([C:6]=1[O:5][CH2:1][CH2:2][CH2:3][CH3:4])=[CH:14][C:13]([C:16]1[N:20]=[C:19]([CH3:21])[O:18][N:17]=1)=[CH:12][CH:11]=2. (7) Given the reactants [F:1][C:2]1[CH:3]=[N:4][C:5]([O:17][C:18]2[CH:23]=[CH:22][CH:21]=[C:20]([S:24][CH3:25])[CH:19]=2)=[C:6]([CH:16]=1)[C:7]([NH:9][CH:10]1[CH2:15][CH2:14][NH:13][CH2:12][CH2:11]1)=[O:8].ON1C2C=CC=CC=2N=N1.CN1CCOCC1.[N:43]1[CH:48]=[CH:47][CH:46]=[CH:45][C:44]=1[C:49](O)=[O:50].Cl.CN(C)CCCN=C=NCC, predict the reaction product. The product is: [NH3:4].[F:1][C:2]1[CH:3]=[N:4][C:5]([O:17][C:18]2[CH:23]=[CH:22][CH:21]=[C:20]([S:24][CH3:25])[CH:19]=2)=[C:6]([CH:16]=1)[C:7]([NH:9][CH:10]1[CH2:11][CH2:12][N:13]([C:49]([C:44]2[CH:45]=[CH:46][CH:47]=[CH:48][N:43]=2)=[O:50])[CH2:14][CH2:15]1)=[O:8]. (8) Given the reactants F[C:2]1[CH:7]=[C:6]([F:8])[CH:5]=[CH:4][C:3]=1[N+:9]([O-:11])=[O:10].[CH2:12]([NH2:14])[CH3:13], predict the reaction product. The product is: [CH2:12]([NH:14][C:2]1[CH:7]=[C:6]([F:8])[CH:5]=[CH:4][C:3]=1[N+:9]([O-:11])=[O:10])[CH3:13]. (9) Given the reactants [CH3:1][O:2][C:3]1[N:8]=[C:7]([C:9]([CH3:14])([CH3:13])[C:10]([OH:12])=O)[CH:6]=[CH:5][CH:4]=1.C([CH:19]([C:23]([OH:25])=[O:24])C(O)=O)(C)(C)C, predict the reaction product. The product is: [C:9]([O:25][C:23](=[O:24])[CH2:19][C:10](=[O:12])[C:9]([C:7]1[CH:6]=[CH:5][CH:4]=[C:3]([O:2][CH3:1])[N:8]=1)([CH3:14])[CH3:13])([CH3:13])([CH3:10])[CH3:7].